From a dataset of Full USPTO retrosynthesis dataset with 1.9M reactions from patents (1976-2016). Predict the reactants needed to synthesize the given product. Given the product [CH:22]([CH:18]1[CH:17]2[CH:16]([CH:15]=[CH:14][CH2:13]2)[CH:20]([CH:35]=[CH:34][CH2:33][O:32][C:30](=[O:31])[C:29]2[C:28](=[CH:39][CH:38]=[CH:37][CH:36]=2)[C:27]([O:26][CH2:23][CH:24]=[CH2:25])=[O:40])[CH2:19]1)=[CH2:21], predict the reactants needed to synthesize it. The reactants are: C([O-])(=O)C1C(=CC=CC=1)C([O-])=O.[CH2:13]1[CH:17]2[CH:18]3[CH:22]=[CH:21][CH:20]([CH:16]2[CH:15]=[CH:14]1)[CH2:19]3.[CH2:23]([O:26][C:27](=[O:40])[C:28]1[C:29](=[CH:36][CH:37]=[CH:38][CH:39]=1)[C:30]([O:32][CH2:33][CH:34]=[CH2:35])=[O:31])[CH:24]=[CH2:25].